From a dataset of Forward reaction prediction with 1.9M reactions from USPTO patents (1976-2016). Predict the product of the given reaction. (1) Given the reactants [CH2:1]([N:8]([CH2:20][C:21](=[O:23])[CH3:22])[C:9]([CH:11]1[C:14]2[CH:15]=[CH:16][CH:17]=[C:18]([Cl:19])[C:13]=2[CH2:12]1)=[O:10])[C:2]1[CH:7]=[CH:6][CH:5]=[CH:4][CH:3]=1.CCCCCCC.C(OCC)(=O)C.CCCCCCC, predict the reaction product. The product is: [CH2:1]([N:8]1[C:9](=[O:10])[C@@H:11]2[C:14]3[CH:15]=[CH:16][CH:17]=[C:18]([Cl:19])[C:13]=3[CH2:12][O:23][C@@:21]2([CH3:22])[CH2:20]1)[C:2]1[CH:3]=[CH:4][CH:5]=[CH:6][CH:7]=1. (2) Given the reactants [N:1]1([CH2:10][CH2:11][N:12]2[CH2:17][CH2:16][O:15][C@H:14]([CH2:18][OH:19])[CH2:13]2)[C:9]2[C:4](=[CH:5][CH:6]=[CH:7][CH:8]=2)[CH2:3][CH2:2]1.[Cl:20][C:21]1[CH:22]=[C:23](O)[CH:24]=[N:25][CH:26]=1.C1C=CC(P(C2C=CC=CC=2)C2C=CC=CC=2)=CC=1.CC(OC(/N=N/C(OC(C)C)=O)=O)C, predict the reaction product. The product is: [Cl:20][C:21]1[CH:22]=[C:23]([O:19][CH2:18][C@H:14]2[O:15][CH2:16][CH2:17][N:12]([CH2:11][CH2:10][N:1]3[C:9]4[C:4](=[CH:5][CH:6]=[CH:7][CH:8]=4)[CH2:3][CH2:2]3)[CH2:13]2)[CH:24]=[N:25][CH:26]=1. (3) Given the reactants C(OC([N:8]1[CH2:13][CH2:12][N:11]([CH2:14][CH2:15][NH:16][C:17]2[CH:22]=[CH:21][N:20]=[C:19]3[O:23][C:24]([C:32]4[CH:37]=[CH:36][C:35]([O:38][CH2:39][CH2:40][N:41]5[CH2:46][CH2:45][O:44][CH2:43][CH2:42]5)=[CH:34][CH:33]=4)=[C:25]([C:26]4[CH:31]=[CH:30][CH:29]=[CH:28][CH:27]=4)[C:18]=23)[CH2:10][CH2:9]1)=O)(C)(C)C.FC(F)(F)C(O)=O, predict the reaction product. The product is: [N:41]1([CH2:40][CH2:39][O:38][C:35]2[CH:36]=[CH:37][C:32]([C:24]3[O:23][C:19]4[N:20]=[CH:21][CH:22]=[C:17]([NH:16][CH2:15][CH2:14][N:11]5[CH2:12][CH2:13][NH:8][CH2:9][CH2:10]5)[C:18]=4[C:25]=3[C:26]3[CH:27]=[CH:28][CH:29]=[CH:30][CH:31]=3)=[CH:33][CH:34]=2)[CH2:46][CH2:45][O:44][CH2:43][CH2:42]1. (4) Given the reactants [C:1]([C:3]1[CH:21]=[CH:20][CH:19]=[C:18]([CH3:22])[C:4]=1[CH2:5][NH:6][C:7]1[C:8]2[N:9]([C:13]([CH3:17])=[C:14]([CH3:16])[N:15]=2)[CH:10]=[CH:11][CH:12]=1)#[N:2].[H][H], predict the reaction product. The product is: [NH2:2][CH2:1][C:3]1[CH:21]=[CH:20][CH:19]=[C:18]([CH3:22])[C:4]=1[CH2:5][NH:6][C:7]1[C:8]2[N:9]([C:13]([CH3:17])=[C:14]([CH3:16])[N:15]=2)[CH:10]=[CH:11][CH:12]=1. (5) Given the reactants CN(C)[CH:3]1[C:14]2[C:6](=[CH:7][CH:8]=[C:9]3[C:13]=2[S:12](=C)[CH:11]=[N:10]3)[NH:5][C:4]1=[O:16].[CH2:18]([OH:20])[CH3:19], predict the reaction product. The product is: [CH3:4][N:5]([C:6]1[CH:14]=[CH:13][C:9]([NH:10]/[CH:11]=[C:3]2\[C:4](=[O:16])[NH:5][C:6]3[C:14]\2=[C:13]2[S:12][CH:11]=[N:10][C:9]2=[CH:8][CH:7]=3)=[CH:8][CH:7]=1)[C:18](=[O:20])[CH3:19]. (6) The product is: [CH2:16]([N:10]1[C:9](=[O:23])[C:8]2[C:7]([C:24]3[CH:25]=[N:26][CH:27]=[CH:28][CH:29]=3)=[N:6][C:5]([C:3]([NH:30][CH2:31][CH2:32][C:33]([OH:35])=[O:34])=[O:4])=[C:14]([OH:15])[C:13]=2[CH:12]=[CH:11]1)[C:17]1[CH:22]=[CH:21][CH:20]=[CH:19][CH:18]=1. Given the reactants CO[C:3]([C:5]1[N:6]=[C:7]([C:24]2[CH:25]=[N:26][CH:27]=[CH:28][CH:29]=2)[C:8]2[C:9](=[O:23])[N:10]([CH2:16][C:17]3[CH:22]=[CH:21][CH:20]=[CH:19][CH:18]=3)[CH:11]=[CH:12][C:13]=2[C:14]=1[OH:15])=[O:4].[NH2:30][CH2:31][CH2:32][C:33]([OH:35])=[O:34].C[O-].[Na+], predict the reaction product. (7) Given the reactants [NH2:1][CH:2]1[CH2:11][CH2:10][C:5]2([O:9][CH2:8][CH2:7][O:6]2)[CH2:4][CH:3]1[C:12]([O:14][CH2:15][CH3:16])=[O:13].CCN(CC)CC.[CH2:24]([S:26](Cl)(=[O:28])=[O:27])[CH3:25].C([O-])(O)=O.[Na+], predict the reaction product. The product is: [CH2:24]([S:26]([NH:1][CH:2]1[CH2:11][CH2:10][C:5]2([O:9][CH2:8][CH2:7][O:6]2)[CH2:4][CH:3]1[C:12]([O:14][CH2:15][CH3:16])=[O:13])(=[O:28])=[O:27])[CH3:25].